This data is from NCI-60 drug combinations with 297,098 pairs across 59 cell lines. The task is: Regression. Given two drug SMILES strings and cell line genomic features, predict the synergy score measuring deviation from expected non-interaction effect. (1) Drug 2: CC1C(C(CC(O1)OC2CC(CC3=C2C(=C4C(=C3O)C(=O)C5=C(C4=O)C(=CC=C5)OC)O)(C(=O)CO)O)N)O.Cl. Drug 1: CC1=C2C(C(=O)C3(C(CC4C(C3C(C(C2(C)C)(CC1OC(=O)C(C(C5=CC=CC=C5)NC(=O)OC(C)(C)C)O)O)OC(=O)C6=CC=CC=C6)(CO4)OC(=O)C)O)C)O. Cell line: SK-OV-3. Synergy scores: CSS=30.9, Synergy_ZIP=-5.53, Synergy_Bliss=-0.977, Synergy_Loewe=-22.9, Synergy_HSA=2.19. (2) Drug 1: CC1CCC2CC(C(=CC=CC=CC(CC(C(=O)C(C(C(=CC(C(=O)CC(OC(=O)C3CCCCN3C(=O)C(=O)C1(O2)O)C(C)CC4CCC(C(C4)OC)OCCO)C)C)O)OC)C)C)C)OC. Drug 2: C1=NC2=C(N1)C(=S)N=CN2. Cell line: SW-620. Synergy scores: CSS=25.9, Synergy_ZIP=-9.72, Synergy_Bliss=-1.88, Synergy_Loewe=-9.07, Synergy_HSA=-0.858. (3) Drug 1: CC1C(C(=O)NC(C(=O)N2CCCC2C(=O)N(CC(=O)N(C(C(=O)O1)C(C)C)C)C)C(C)C)NC(=O)C3=C4C(=C(C=C3)C)OC5=C(C(=O)C(=C(C5=N4)C(=O)NC6C(OC(=O)C(N(C(=O)CN(C(=O)C7CCCN7C(=O)C(NC6=O)C(C)C)C)C)C(C)C)C)N)C. Drug 2: CC1C(C(CC(O1)OC2CC(OC(C2O)C)OC3=CC4=CC5=C(C(=O)C(C(C5)C(C(=O)C(C(C)O)O)OC)OC6CC(C(C(O6)C)O)OC7CC(C(C(O7)C)O)OC8CC(C(C(O8)C)O)(C)O)C(=C4C(=C3C)O)O)O)O. Cell line: OVCAR-8. Synergy scores: CSS=41.5, Synergy_ZIP=2.46, Synergy_Bliss=2.17, Synergy_Loewe=2.19, Synergy_HSA=1.53. (4) Drug 1: CC12CCC(CC1=CCC3C2CCC4(C3CC=C4C5=CN=CC=C5)C)O. Drug 2: CC1=C2C(C(=O)C3(C(CC4C(C3C(C(C2(C)C)(CC1OC(=O)C(C(C5=CC=CC=C5)NC(=O)OC(C)(C)C)O)O)OC(=O)C6=CC=CC=C6)(CO4)OC(=O)C)OC)C)OC. Cell line: OVCAR-8. Synergy scores: CSS=69.9, Synergy_ZIP=12.8, Synergy_Bliss=12.1, Synergy_Loewe=-14.3, Synergy_HSA=12.9. (5) Drug 1: C1CC(=O)NC(=O)C1N2CC3=C(C2=O)C=CC=C3N. Drug 2: CC1=C(N=C(N=C1N)C(CC(=O)N)NCC(C(=O)N)N)C(=O)NC(C(C2=CN=CN2)OC3C(C(C(C(O3)CO)O)O)OC4C(C(C(C(O4)CO)O)OC(=O)N)O)C(=O)NC(C)C(C(C)C(=O)NC(C(C)O)C(=O)NCCC5=NC(=CS5)C6=NC(=CS6)C(=O)NCCC[S+](C)C)O. Cell line: HOP-62. Synergy scores: CSS=20.7, Synergy_ZIP=0.888, Synergy_Bliss=2.22, Synergy_Loewe=-18.2, Synergy_HSA=4.30. (6) Drug 1: CC1C(C(=O)NC(C(=O)N2CCCC2C(=O)N(CC(=O)N(C(C(=O)O1)C(C)C)C)C)C(C)C)NC(=O)C3=C4C(=C(C=C3)C)OC5=C(C(=O)C(=C(C5=N4)C(=O)NC6C(OC(=O)C(N(C(=O)CN(C(=O)C7CCCN7C(=O)C(NC6=O)C(C)C)C)C)C(C)C)C)N)C. Drug 2: C1CN1P(=S)(N2CC2)N3CC3. Cell line: HCT-15. Synergy scores: CSS=-9.42, Synergy_ZIP=-0.290, Synergy_Bliss=-7.50, Synergy_Loewe=-9.59, Synergy_HSA=-8.94. (7) Drug 1: CN(C(=O)NC(C=O)C(C(C(CO)O)O)O)N=O. Drug 2: C(CN)CNCCSP(=O)(O)O. Cell line: RPMI-8226. Synergy scores: CSS=-0.308, Synergy_ZIP=2.51, Synergy_Bliss=6.92, Synergy_Loewe=-1.40, Synergy_HSA=-0.117. (8) Drug 1: CS(=O)(=O)CCNCC1=CC=C(O1)C2=CC3=C(C=C2)N=CN=C3NC4=CC(=C(C=C4)OCC5=CC(=CC=C5)F)Cl. Drug 2: CC1=C(C(=O)C2=C(C1=O)N3CC4C(C3(C2COC(=O)N)OC)N4)N. Cell line: MOLT-4. Synergy scores: CSS=27.5, Synergy_ZIP=-1.22, Synergy_Bliss=-1.00, Synergy_Loewe=-24.7, Synergy_HSA=-1.58.